Dataset: Full USPTO retrosynthesis dataset with 1.9M reactions from patents (1976-2016). Task: Predict the reactants needed to synthesize the given product. The reactants are: [CH2:1]([C:9]1[CH:14]=[CH:13][C:12]([C:15]2[CH:20]=[CH:19][C:18](C(=O)C(=P(C3C=CC=CC=3)(C3C=CC=CC=3)C3C=CC=CC=3)C#N)=[CH:17][CH:16]=2)=[CH:11][CH:10]=1)[CH2:2][CH2:3][CH2:4][CH2:5][CH2:6][CH2:7][CH3:8].[CH3:45][C:46]1(C)[O:48][O:47]1.[OH2:50]. Given the product [CH2:1]([C:9]1[CH:10]=[CH:11][C:12]([C:15]2[CH:20]=[CH:19][C:18]([C:45](=[O:50])[C:46]([OH:48])=[O:47])=[CH:17][CH:16]=2)=[CH:13][CH:14]=1)[CH2:2][CH2:3][CH2:4][CH2:5][CH2:6][CH2:7][CH3:8], predict the reactants needed to synthesize it.